From a dataset of Catalyst prediction with 721,799 reactions and 888 catalyst types from USPTO. Predict which catalyst facilitates the given reaction. (1) Reactant: C(C1NC=CN=1)(C1NC=CN=1)=[S:2].[CH2:13]([O:20][C:21]1[CH:22]=[C:23]([CH:25]=[CH:26][CH:27]=1)[NH2:24])[C:14]1[CH:19]=[CH:18][CH:17]=[CH:16][CH:15]=1.[NH2:28][C:29]1C=CC=CC=1. Product: [CH2:13]([O:20][C:21]1[CH:22]=[C:23]([NH:24][C:29]([NH2:28])=[S:2])[CH:25]=[CH:26][CH:27]=1)[C:14]1[CH:15]=[CH:16][CH:17]=[CH:18][CH:19]=1. The catalyst class is: 4. (2) Reactant: [NH:1]1[C:9]2[C:4](=[CH:5][CH:6]=[CH:7][N:8]=2)[CH:3]=[CH:2]1.[I:10]I.[I-].[K+].[OH-].[Na+]. Product: [I:10][C:3]1[C:4]2[C:9](=[N:8][CH:7]=[CH:6][CH:5]=2)[NH:1][CH:2]=1. The catalyst class is: 40. (3) Reactant: [CH3:1][C@H:2]1[CH2:7][CH2:6][CH2:5][CH2:4][C@H:3]1[NH:8][C:9]([NH:11][C:12]1[N:13]=[C:14]2[CH:20]=[CH:19][N:18](COCC[Si](C)(C)C)[C:15]2=[N:16][CH:17]=1)=[O:10].[F-].C([N+](CCCC)(CCCC)CCCC)CCC.C(N)CN. Product: [CH3:1][C@H:2]1[CH2:7][CH2:6][CH2:5][CH2:4][C@H:3]1[NH:8][C:9]([NH:11][C:12]1[N:13]=[C:14]2[CH:20]=[CH:19][NH:18][C:15]2=[N:16][CH:17]=1)=[O:10]. The catalyst class is: 9. (4) Reactant: C[O:2][C:3](=[O:33])[CH2:4][O:5][C:6]1[C:19]2[S:18][C:17]3[C:12](=[CH:13][CH:14]=[CH:15][CH:16]=3)[S:11][C:10]=2[C:9]([C:20]2[O:21][C:22]([N:27]3[CH2:32][CH2:31][O:30][CH2:29][CH2:28]3)=[CH:23][C:24](=[O:26])[CH:25]=2)=[CH:8][CH:7]=1.[OH-].[Na+:35]. Product: [Na+:35].[N:27]1([C:22]2[O:21][C:20]([C:9]3[C:10]4[S:11][C:12]5[C:17](=[CH:16][CH:15]=[CH:14][CH:13]=5)[S:18][C:19]=4[C:6]([O:5][CH2:4][C:3]([O-:33])=[O:2])=[CH:7][CH:8]=3)=[CH:25][C:24](=[O:26])[CH:23]=2)[CH2:32][CH2:31][O:30][CH2:29][CH2:28]1. The catalyst class is: 5. (5) Reactant: C([O:4][CH2:5][C@@:6]1([CH3:18])[O:11][C:10]2=[N:12][C:13]([N+:15]([O-:17])=[O:16])=[CH:14][N:9]2[CH2:8][CH2:7]1)(=O)C.C([O-])([O-])=O.[K+].[K+]. Product: [CH3:18][C@:6]1([CH2:5][OH:4])[O:11][C:10]2=[N:12][C:13]([N+:15]([O-:17])=[O:16])=[CH:14][N:9]2[CH2:8][CH2:7]1. The catalyst class is: 24. (6) The catalyst class is: 233. Product: [CH3:28][S:27][C:19]1[N:18]=[C:17]([C:2]#[C:1][C:3]2[CH:4]=[C:5]([CH:13]=[CH:14][CH:15]=2)[C:6]([O:8][C:9]([CH3:11])([CH3:12])[CH3:10])=[O:7])[C:22]([C:23]([F:26])([F:24])[F:25])=[CH:21][N:20]=1. Reactant: [C:1]([C:3]1[CH:4]=[C:5]([CH:13]=[CH:14][CH:15]=1)[C:6]([O:8][C:9]([CH3:12])([CH3:11])[CH3:10])=[O:7])#[CH:2].I[C:17]1[C:22]([C:23]([F:26])([F:25])[F:24])=[CH:21][N:20]=[C:19]([S:27][CH3:28])[N:18]=1.C1C=CC(P(C2C=CC=CC=2)C2C=CC=CC=2)=CC=1.